Dataset: NCI-60 drug combinations with 297,098 pairs across 59 cell lines. Task: Regression. Given two drug SMILES strings and cell line genomic features, predict the synergy score measuring deviation from expected non-interaction effect. (1) Drug 1: CCC1=CC2CC(C3=C(CN(C2)C1)C4=CC=CC=C4N3)(C5=C(C=C6C(=C5)C78CCN9C7C(C=CC9)(C(C(C8N6C)(C(=O)OC)O)OC(=O)C)CC)OC)C(=O)OC.C(C(C(=O)O)O)(C(=O)O)O. Drug 2: CC1CCCC2(C(O2)CC(NC(=O)CC(C(C(=O)C(C1O)C)(C)C)O)C(=CC3=CSC(=N3)C)C)C. Cell line: PC-3. Synergy scores: CSS=17.3, Synergy_ZIP=-0.332, Synergy_Bliss=-1.12, Synergy_Loewe=-0.623, Synergy_HSA=-1.11. (2) Synergy scores: CSS=51.3, Synergy_ZIP=-1.33, Synergy_Bliss=-1.12, Synergy_Loewe=-21.6, Synergy_HSA=-0.933. Drug 2: CC1OCC2C(O1)C(C(C(O2)OC3C4COC(=O)C4C(C5=CC6=C(C=C35)OCO6)C7=CC(=C(C(=C7)OC)O)OC)O)O. Cell line: ACHN. Drug 1: CC12CCC(CC1=CCC3C2CCC4(C3CC=C4C5=CN=CC=C5)C)O. (3) Drug 1: CC1=C(C=C(C=C1)C(=O)NC2=CC(=CC(=C2)C(F)(F)F)N3C=C(N=C3)C)NC4=NC=CC(=N4)C5=CN=CC=C5. Drug 2: C1=CC=C(C(=C1)C(C2=CC=C(C=C2)Cl)C(Cl)Cl)Cl. Cell line: OVCAR-4. Synergy scores: CSS=-2.82, Synergy_ZIP=1.49, Synergy_Bliss=-0.264, Synergy_Loewe=-3.67, Synergy_HSA=-3.59. (4) Drug 1: C1CC(=O)NC(=O)C1N2CC3=C(C2=O)C=CC=C3N. Drug 2: CS(=O)(=O)CCNCC1=CC=C(O1)C2=CC3=C(C=C2)N=CN=C3NC4=CC(=C(C=C4)OCC5=CC(=CC=C5)F)Cl. Cell line: MCF7. Synergy scores: CSS=5.99, Synergy_ZIP=-1.37, Synergy_Bliss=4.28, Synergy_Loewe=2.30, Synergy_HSA=2.79. (5) Drug 2: C1=CC=C(C(=C1)C(C2=CC=C(C=C2)Cl)C(Cl)Cl)Cl. Synergy scores: CSS=30.0, Synergy_ZIP=-0.531, Synergy_Bliss=2.95, Synergy_Loewe=-26.4, Synergy_HSA=-0.0669. Cell line: K-562. Drug 1: C1CN1P(=S)(N2CC2)N3CC3. (6) Drug 1: C1CN1P(=S)(N2CC2)N3CC3. Drug 2: CCC1(CC2CC(C3=C(CCN(C2)C1)C4=CC=CC=C4N3)(C5=C(C=C6C(=C5)C78CCN9C7C(C=CC9)(C(C(C8N6C)(C(=O)OC)O)OC(=O)C)CC)OC)C(=O)OC)O.OS(=O)(=O)O. Cell line: OVCAR-5. Synergy scores: CSS=14.9, Synergy_ZIP=-4.78, Synergy_Bliss=-1.86, Synergy_Loewe=-0.327, Synergy_HSA=-0.343. (7) Drug 1: C1=C(C(=O)NC(=O)N1)F. Drug 2: C(CC(=O)O)C(=O)CN.Cl. Cell line: SK-OV-3. Synergy scores: CSS=24.9, Synergy_ZIP=2.27, Synergy_Bliss=3.71, Synergy_Loewe=5.25, Synergy_HSA=6.22.